Dataset: Full USPTO retrosynthesis dataset with 1.9M reactions from patents (1976-2016). Task: Predict the reactants needed to synthesize the given product. (1) The reactants are: [CH3:1][N:2]([CH3:38])[NH:3][C:4]([C:6]1[S:14][C:13]2[C:8](=[N:9][CH:10]=[CH:11][C:12]=2[O:15][C:16]2[CH:21]=[CH:20][C:19]([NH:22][C:23](=[O:36])[CH2:24][C:25]([NH:27][C:28]3[CH:33]=[CH:32][CH:31]=[CH:30][C:29]=3[O:34][CH3:35])=[O:26])=[CH:18][C:17]=2[F:37])[CH:7]=1)=[O:5].N[C:40]1C=CC(OC2C=CN=C3C=C(C(N(C)N(C)C)=O)SC=23)=C(F)C=1. Given the product [F:37][C:17]1[CH:18]=[C:19]([NH:22][C:23](=[O:36])[CH2:24][C:25]([NH:27][C:28]2[CH:33]=[CH:32][CH:31]=[CH:30][C:29]=2[O:34][CH3:35])=[O:26])[CH:20]=[CH:21][C:16]=1[O:15][C:12]1[CH:11]=[CH:10][N:9]=[C:8]2[CH:7]=[C:6]([C:4]([N:3]([CH3:40])[N:2]([CH3:1])[CH3:38])=[O:5])[S:14][C:13]=12, predict the reactants needed to synthesize it. (2) The reactants are: [Cl:1][C:2]1[CH:3]=[C:4]([O:9][CH:10]2[CH2:16][CH2:15][N:14]([CH3:17])[CH2:13][C:12]3[CH:18]=[CH:19][O:20][C:11]2=3)[CH:5]=[CH:6][C:7]=1[Cl:8].[C:21]([OH:33])(=[O:32])[CH2:22][C:23]([CH2:28][C:29]([OH:31])=[O:30])([C:25]([OH:27])=[O:26])[OH:24]. Given the product [C:21]([OH:33])(=[O:32])[CH2:22][C:23]([CH2:28][C:29]([OH:31])=[O:30])([C:25]([OH:27])=[O:26])[OH:24].[Cl:1][C:2]1[CH:3]=[C:4]([O:9][CH:10]2[CH2:16][CH2:15][N:14]([CH3:17])[CH2:13][C:12]3[CH:18]=[CH:19][O:20][C:11]2=3)[CH:5]=[CH:6][C:7]=1[Cl:8], predict the reactants needed to synthesize it. (3) Given the product [Br:1][C:2]1[CH:3]=[N:4][C:5]2[N:6]([N:8]=[C:9]([C:11]([N:19]3[CH2:20][CH2:21][C:22]4[S:14][CH:15]=[CH:16][C:17]=4[CH2:18]3)=[O:13])[CH:10]=2)[CH:7]=1, predict the reactants needed to synthesize it. The reactants are: [Br:1][C:2]1[CH:3]=[N:4][C:5]2[N:6]([N:8]=[C:9]([C:11]([OH:13])=O)[CH:10]=2)[CH:7]=1.[S:14]1[C:22]2[CH2:21][CH2:20][NH:19][CH2:18][C:17]=2[CH:16]=[CH:15]1. (4) Given the product [N:32]1[CH:33]=[C:29]([CH2:28][CH2:27][CH2:26][S:25][C:21]2[CH:20]=[C:19]([CH:9]([O:8][CH:5]3[CH2:4][CH2:3][N:2]([CH3:1])[CH2:7][CH2:6]3)[C:10]3[NH:11][C:12]4[CH:18]=[CH:17][CH:16]=[CH:15][C:13]=4[N:14]=3)[CH:24]=[CH:23][CH:22]=2)[NH:30][CH:31]=1, predict the reactants needed to synthesize it. The reactants are: [CH3:1][N:2]1[CH2:7][CH2:6][CH:5]([O:8][CH:9]([C:19]2[CH:24]=[CH:23][CH:22]=[C:21]([S:25][CH2:26][CH2:27][CH2:28][C:29]3[N:30]=[CH:31][N:32](C(C4C=CC=CC=4)(C4C=CC=CC=4)C4C=CC=CC=4)[CH:33]=3)[CH:20]=2)[C:10]2[NH:14][C:13]3[CH:15]=[CH:16][CH:17]=[CH:18][C:12]=3[N:11]=2)[CH2:4][CH2:3]1.C1(O)C=CC=CC=1.Cl[Si](C)(C)C. (5) Given the product [F:14][C:15]1[CH:16]=[C:17]([CH:20]=[CH:21][C:22]=1[O:1][C:2]1[C:11]2[C:6](=[CH:7][CH:8]=[CH:9][CH:10]=2)[C:5]([CH:12]=[O:13])=[CH:4][CH:3]=1)[C:18]#[N:19], predict the reactants needed to synthesize it. The reactants are: [OH:1][C:2]1[C:11]2[C:6](=[CH:7][CH:8]=[CH:9][CH:10]=2)[C:5]([CH:12]=[O:13])=[CH:4][CH:3]=1.[F:14][C:15]1[CH:16]=[C:17]([CH:20]=[CH:21][C:22]=1F)[C:18]#[N:19]. (6) Given the product [C:1]([O:5][C:6](=[O:27])[NH:7][C:8]1([CH2:12][CH2:13][N:15]2[CH2:18][CH:17]([O:19][C:20]3[CH:21]=[CH:22][C:23]([Cl:26])=[CH:24][CH:25]=3)[CH2:16]2)[CH2:11][CH2:10][CH2:9]1)([CH3:4])([CH3:2])[CH3:3], predict the reactants needed to synthesize it. The reactants are: [C:1]([O:5][C:6](=[O:27])[NH:7][C:8]1([CH2:12][C:13]([N:15]2[CH2:18][CH:17]([O:19][C:20]3[CH:25]=[CH:24][C:23]([Cl:26])=[CH:22][CH:21]=3)[CH2:16]2)=O)[CH2:11][CH2:10][CH2:9]1)([CH3:4])([CH3:3])[CH3:2].[H-].[H-].[H-].[H-].[Li+].[Al+3].